Dataset: Catalyst prediction with 721,799 reactions and 888 catalyst types from USPTO. Task: Predict which catalyst facilitates the given reaction. (1) Reactant: [Br:1][C:2]1[CH:3]=[CH:4][C:5]([F:27])=[C:6]([C:8]([NH:20]S(C(C)(C)C)=O)([CH3:19])[C:9]([F:18])([F:17])[C:10]2([OH:16])[CH2:15][CH2:14][O:13][CH2:12][CH2:11]2)[CH:7]=1.Cl. Product: [NH2:20][C:8]([C:6]1[CH:7]=[C:2]([Br:1])[CH:3]=[CH:4][C:5]=1[F:27])([CH3:19])[C:9]([C:10]1([OH:16])[CH2:11][CH2:12][O:13][CH2:14][CH2:15]1)([F:18])[F:17]. The catalyst class is: 2. (2) Reactant: C(O[C:4]([C:6]1[C:7]2[CH2:8][C@H:9]3[CH2:22][C@H:10]3[C:11]=2[N:12]([C:14]2[CH:19]=[CH:18][C:17]([F:20])=[CH:16][C:15]=2[F:21])[N:13]=1)=[O:5])C.F[P-](F)(F)(F)(F)F.N1(O[P+](N2CCCC2)(N2CCCC2)N2CCCC2)C2C=CC=CC=2N=N1.CCN(C(C)C)C(C)C.[NH2:65][C:66]([CH3:70])([CH3:69])[CH2:67][OH:68]. Product: [OH:68][CH2:67][C:66]([NH:65][C:4]([C:6]1[C:7]2[CH2:8][C@H:9]3[CH2:22][C@H:10]3[C:11]=2[N:12]([C:14]2[CH:19]=[CH:18][C:17]([F:20])=[CH:16][C:15]=2[F:21])[N:13]=1)=[O:5])([CH3:70])[CH3:69]. The catalyst class is: 18. (3) Reactant: [N:1]1([CH2:7][CH2:8][CH2:9][O:10][C:11]2[CH:18]=[CH:17][C:14]([CH:15]=O)=[CH:13][CH:12]=2)[CH2:6][CH2:5][CH2:4][CH2:3][CH2:2]1.[NH:19]1[CH2:24][CH2:23][CH2:22][CH2:21][CH:20]1[C:25]1[CH:26]=[N:27][CH:28]=[CH:29][CH:30]=1.C(O[BH-](OC(=O)C)OC(=O)C)(=O)C.[Na+].[OH-].[Na+]. Product: [NH3:1].[N:1]1([CH2:7][CH2:8][CH2:9][O:10][C:11]2[CH:18]=[CH:17][C:14]([CH2:15][N:19]3[CH2:24][CH2:23][CH2:22][CH2:21][CH:20]3[C:25]3[CH:26]=[N:27][CH:28]=[CH:29][CH:30]=3)=[CH:13][CH:12]=2)[CH2:6][CH2:5][CH2:4][CH2:3][CH2:2]1. The catalyst class is: 322.